From a dataset of Reaction yield outcomes from USPTO patents with 853,638 reactions. Predict the reaction yield, written as a fraction of the theoretical maximum amount of product (1.0 means a 100% yield; for example, 0.34 means a 34% yield). (1) The reactants are [CH3:1][C:2]1[C:6]([CH2:7][N:8]2[CH:12]=[C:11]([NH:13][C:14](=[O:25])[C:15]3[CH:20]=[C:19]([O:21][CH3:22])[C:18](O)=[C:17](O)[CH:16]=3)[CH:10]=[N:9]2)=[C:5]([CH3:26])[O:4][N:3]=1.[C:27](=[O:30])([O-])[O-:28].[Cs+].[Cs+].Br[CH:34](Br)C. No catalyst specified. The product is [CH3:1][C:2]1[C:6]([CH2:7][N:8]2[CH:12]=[C:11]([NH:13][C:14]([C:15]3[CH:20]=[C:19]([O:21][CH3:22])[C:18]4[O:28][CH:27]([CH3:34])[O:30][C:17]=4[CH:16]=3)=[O:25])[CH:10]=[N:9]2)=[C:5]([CH3:26])[O:4][N:3]=1. The yield is 0.250. (2) The reactants are [CH3:1][O:2][C:3]1[CH:4]=[C:5]([CH:21]=[C:22]([O:26][CH3:27])[C:23]=1[O:24][CH3:25])[CH2:6][C:7]1[C:16]2[C:11](=[C:12]([OH:20])[C:13]([O:17][CH2:18][CH3:19])=[CH:14][CH:15]=2)[CH:10]=[N:9][CH:8]=1.Cl.COC1C=C(C=C(OC)C=1OC)C[C:35]1C2C(=C(O)C(OCC)=CC=2)C=[N:37][CH:36]=1.C([O-])([O-])=O.[Cs+].[Cs+].C(N(CC)CC)C.ClCC#N. The catalyst is CN(C=O)C.O. The product is [CH3:1][O:2][C:3]1[CH:4]=[C:5]([CH:21]=[C:22]([O:26][CH3:27])[C:23]=1[O:24][CH3:25])[CH2:6][C:7]1[C:16]2[C:11](=[C:12]([O:20][CH2:35][C:36]#[N:37])[C:13]([O:17][CH2:18][CH3:19])=[CH:14][CH:15]=2)[CH:10]=[N:9][CH:8]=1. The yield is 0.700. (3) The reactants are [OH:1][C:2]1[C:3]([C:15]2[CH:20]=[CH:19][CH:18]=[CH:17][CH:16]=2)=[N:4][C:5]2[C:10]([C:11]=1[C:12](O)=[O:13])=[CH:9][CH:8]=[CH:7][CH:6]=2.C(N(CC)CC)C.S(Cl)([Cl:30])=O.[C:32]1([C@@H:38]([NH2:41])[CH2:39][CH3:40])[CH:37]=[CH:36][CH:35]=[CH:34][CH:33]=1.C(N)(C)C.Cl. The catalyst is O.C(OCC)(=O)C. The product is [ClH:30].[CH2:39]([C@H:38]([NH:41][C:12]([C:11]1[C:10]2[C:5](=[CH:6][CH:7]=[CH:8][CH:9]=2)[N:4]=[C:3]([C:15]2[CH:20]=[CH:19][CH:18]=[CH:17][CH:16]=2)[C:2]=1[OH:1])=[O:13])[C:32]1[CH:37]=[CH:36][CH:35]=[CH:34][CH:33]=1)[CH3:40]. The yield is 0.720. (4) The reactants are C(O[CH:5]1[O:22][C@H:21]([CH2:23][O:24][C:25](=[O:27])[CH3:26])[C@@H:16]([O:17][C:18](=[O:20])[CH3:19])[C@H:11]([O:12][C:13](=[O:15])[CH3:14])[C@@H:6]1[O:7][C:8](=[O:10])[CH3:9])(=O)C.[N:28]([Si](C)(C)C)=[N+:29]=[N-:30].[Sn](Cl)(Cl)(Cl)Cl. The catalyst is C(Cl)Cl. The product is [C:8]([O:7][C@H:6]1[C@@H:11]([O:12][C:13](=[O:15])[CH3:14])[C@H:16]([O:17][C:18](=[O:20])[CH3:19])[C@@H:21]([CH2:23][O:24][C:25](=[O:27])[CH3:26])[O:22][C@@H:5]1[N:28]=[N+:29]=[N-:30])(=[O:10])[CH3:9]. The yield is 0.960. (5) The reactants are [Cl:1][C:2]1[CH:7]=[C:6]([O:8][C:9]2[C:10]([CH3:18])=[C:11]([CH2:16][OH:17])[CH:12]=[N:13][C:14]=2[CH3:15])[CH:5]=[CH:4][N:3]=1.[OH-].[Na+].[O-:21][Mn](=O)(=O)=O.[K+]. The catalyst is ClCCl. The product is [Cl:1][C:2]1[CH:7]=[C:6]([O:8][C:9]2[C:14]([CH3:15])=[N:13][CH:12]=[C:11]([C:10]=2[CH3:18])[C:16]([OH:21])=[O:17])[CH:5]=[CH:4][N:3]=1. The yield is 0.510.